Dataset: Forward reaction prediction with 1.9M reactions from USPTO patents (1976-2016). Task: Predict the product of the given reaction. (1) Given the reactants [CH3:1][C:2]1[N:3]=[C:4]2[CH:9]=[CH:8][C:7]([N+:10]([O-])=O)=[CH:6][N:5]2[C:13]=1[CH3:14].[F:15][C:16]([F:33])([F:32])[C:17]1[CH:22]=[CH:21][C:20]([C:23]2[CH:28]=[CH:27][C:26]([C:29](O)=[O:30])=[CH:25][CH:24]=2)=[CH:19][CH:18]=1, predict the reaction product. The product is: [CH3:1][C:2]1[N:3]=[C:4]2[CH:9]=[CH:8][C:7]([NH:10][C:29]([C:26]3[CH:25]=[CH:24][C:23]([C:20]4[CH:21]=[CH:22][C:17]([C:16]([F:15])([F:32])[F:33])=[CH:18][CH:19]=4)=[CH:28][CH:27]=3)=[O:30])=[CH:6][N:5]2[C:13]=1[CH3:14]. (2) Given the reactants [NH2:1][CH2:2][C@@H:3]1[CH2:8][CH2:7][C@H:6]([NH:9][C:10]2[CH:19]=[C:18]([N:20]([CH3:22])[CH3:21])[C:17]3[C:12](=[CH:13][CH:14]=[CH:15][CH:16]=3)[N:11]=2)[CH2:5][CH2:4]1.CCN(C(C)C)C(C)C.[F:32][C:33]1[CH:34]=[C:35]([CH:39]=[CH:40][C:41]=1[F:42])[C:36]([Cl:38])=[O:37], predict the reaction product. The product is: [ClH:38].[CH3:21][N:20]([CH3:22])[C:18]1[C:17]2[C:12](=[CH:13][CH:14]=[CH:15][CH:16]=2)[N:11]=[C:10]([NH:9][C@@H:6]2[CH2:5][CH2:4][C@H:3]([CH2:2][NH:1][C:36](=[O:37])[C:35]3[CH:39]=[CH:40][C:41]([F:42])=[C:33]([F:32])[CH:34]=3)[CH2:8][CH2:7]2)[CH:19]=1. (3) Given the reactants Br[C:2]1[N:6]([C:7]([CH3:10])([CH3:9])[CH3:8])[N:5]=[CH:4][C:3]=1[C:11]1[S:12][CH:13]=[C:14]([CH2:16][C:17]([NH:19][CH2:20][CH:21]2[CH2:26][CH2:25][O:24][CH2:23][CH2:22]2)=[O:18])[N:15]=1.[F:27][C:28]([F:39])([F:38])[C:29]1[CH:34]=[CH:33][C:32](B(O)O)=[CH:31][CH:30]=1, predict the reaction product. The product is: [C:7]([N:6]1[C:2]([C:32]2[CH:33]=[CH:34][C:29]([C:28]([F:39])([F:38])[F:27])=[CH:30][CH:31]=2)=[C:3]([C:11]2[S:12][CH:13]=[C:14]([CH2:16][C:17]([NH:19][CH2:20][CH:21]3[CH2:26][CH2:25][O:24][CH2:23][CH2:22]3)=[O:18])[N:15]=2)[CH:4]=[N:5]1)([CH3:10])([CH3:9])[CH3:8]. (4) Given the reactants [CH3:1][C:2]1[C:6]([N+:7]([O-:9])=[O:8])=[CH:5][NH:4][N:3]=1.CI.[C:12]([O-])([O-])=O.[K+].[K+], predict the reaction product. The product is: [CH3:12][N:3]1[C:2]([CH3:1])=[C:6]([N+:7]([O-:9])=[O:8])[CH:5]=[N:4]1. (5) Given the reactants C([N:4]1[CH2:7][CH:6]([C:8]2[CH:29]=[CH:28][C:11]3[C:12]4[N:13]=[C:14]([C:20]5[N:21]([CH:25]([CH3:27])[CH3:26])[N:22]=[CH:23][N:24]=5)[S:15][C:16]=4[CH2:17][CH2:18][O:19][C:10]=3[CH:9]=2)[CH2:5]1)(C)C.[CH3:30][C:31]1([CH3:38])[O:35][C@@H:34]([CH:36]=O)[CH2:33][O:32]1.C(N(C(C)C)CC)(C)C, predict the reaction product. The product is: [CH3:30][C:31]1([CH3:38])[O:35][C@@H:34]([CH2:36][N:4]2[CH2:5][CH:6]([C:8]3[CH:29]=[CH:28][C:11]4[C:12]5[N:13]=[C:14]([C:20]6[N:21]([CH:25]([CH3:27])[CH3:26])[N:22]=[CH:23][N:24]=6)[S:15][C:16]=5[CH2:17][CH2:18][O:19][C:10]=4[CH:9]=3)[CH2:7]2)[CH2:33][O:32]1. (6) The product is: [CH:15]1([CH2:18][N:1]2[CH:5]=[C:4]([C:6]3[CH:11]=[C:10]([C:12]([NH2:14])=[O:13])[CH:9]=[CH:8][N:7]=3)[N:3]=[CH:2]2)[CH2:17][CH2:16]1. Given the reactants [NH:1]1[CH:5]=[C:4]([C:6]2[CH:11]=[C:10]([C:12]([NH2:14])=[O:13])[CH:9]=[CH:8][N:7]=2)[N:3]=[CH:2]1.[CH:15]1([CH2:18]Br)[CH2:17][CH2:16]1, predict the reaction product. (7) Given the reactants Br[C:2]1[CH:3]=[C:4]([N:10]2[CH2:15][CH2:14][CH2:13][C@@H:12]([NH:16][C:17](=[O:23])[O:18][C:19]([CH3:22])([CH3:21])[CH3:20])[CH2:11]2)[CH:5]=[N:6][C:7]=1[C:8]#[N:9].[NH2:24][C:25]1[CH:30]=[CH:29][C:28]([C:31]([N:33]2[CH2:38][CH2:37][O:36][CH2:35][CH2:34]2)=[O:32])=[CH:27][CH:26]=1.CC1(C)C2C(=C(P(C3C=CC=CC=3)C3C=CC=CC=3)C=CC=2)OC2C(P(C3C=CC=CC=3)C3C=CC=CC=3)=CC=CC1=2.C([O-])([O-])=O.[Cs+].[Cs+], predict the reaction product. The product is: [C:8]([C:7]1[N:6]=[CH:5][C:4]([N:10]2[CH2:15][CH2:14][CH2:13][C@@H:12]([NH:16][C:17](=[O:23])[O:18][C:19]([CH3:22])([CH3:21])[CH3:20])[CH2:11]2)=[CH:3][C:2]=1[NH:24][C:25]1[CH:26]=[CH:27][C:28]([C:31]([N:33]2[CH2:34][CH2:35][O:36][CH2:37][CH2:38]2)=[O:32])=[CH:29][CH:30]=1)#[N:9]. (8) Given the reactants [O:1]=[C:2]1[CH:11](C(OC(C)(C)C)=O)[C:10]2[N:9]=[CH:8][C:7]([C:19]([F:22])([F:21])[F:20])=[CH:6][C:5]=2[CH2:4][NH:3]1.FC(F)(F)C(O)=O, predict the reaction product. The product is: [F:21][C:19]([F:20])([F:22])[C:7]1[CH:8]=[N:9][C:10]2[CH2:11][C:2](=[O:1])[NH:3][CH2:4][C:5]=2[CH:6]=1. (9) Given the reactants [CH3:1][C:2]1[CH:7]=[CH:6][C:5]([S:8]([O:11][CH2:12][C@H:13]([O:16][C:17]2[C:22](/C=C/C)=[CH:21][CH:20]=[CH:19][C:18]=2[C:26]2[C:31]([Cl:32])=[CH:30][CH:29]=[CH:28][C:27]=2[Cl:33])[CH:14]=[CH2:15])(=[O:10])=[O:9])=[CH:4][CH:3]=1, predict the reaction product. The product is: [CH3:1][C:2]1[CH:3]=[CH:4][C:5]([S:8]([O:11][CH2:12][C@H:13]2[CH:14]=[CH:15][C:22]3[C:17](=[C:18]([C:26]4[C:27]([Cl:33])=[CH:28][CH:29]=[CH:30][C:31]=4[Cl:32])[CH:19]=[CH:20][CH:21]=3)[O:16]2)(=[O:10])=[O:9])=[CH:6][CH:7]=1.